This data is from Catalyst prediction with 721,799 reactions and 888 catalyst types from USPTO. The task is: Predict which catalyst facilitates the given reaction. (1) Reactant: [Cl:1][C:2]1[CH:10]=[C:9]2[C:5]([CH:6]=[C:7]([C:13]([NH:15][CH:16]([C:21]3[CH:26]=[CH:25][CH:24]=[C:23]([C:27]([F:30])([F:29])[F:28])[CH:22]=3)[C:17]([F:20])([F:19])[F:18])=[O:14])[N:8]2[CH2:11][CH3:12])=[CH:4][C:3]=1[C:31]([NH:33][C:34]1([C:37]#[N:38])[CH2:36][CH2:35]1)=[O:32].ClS([N:43]=[C:44]=O)(=O)=O.CN(C)C=O. Product: [Cl:1][C:2]1[CH:10]=[C:9]2[C:5]([C:6]([C:44]#[N:43])=[C:7]([C:13]([NH:15][CH:16]([C:21]3[CH:26]=[CH:25][CH:24]=[C:23]([C:27]([F:30])([F:28])[F:29])[CH:22]=3)[C:17]([F:18])([F:20])[F:19])=[O:14])[N:8]2[CH2:11][CH3:12])=[CH:4][C:3]=1[C:31]([NH:33][C:34]1([C:37]#[N:38])[CH2:35][CH2:36]1)=[O:32]. The catalyst class is: 10. (2) Reactant: [F:1][C:2]([F:13])([F:12])[C:3]1[CH:11]=[CH:10][C:6]([C:7](Cl)=[O:8])=[CH:5][CH:4]=1.[CH3:14][C:15]1[C:19]([NH2:20])=[C:18]([C:21]2[CH:26]=[CH:25][CH:24]=[CH:23][CH:22]=2)[NH:17][N:16]=1. Product: [CH3:14][C:15]1[C:19]([NH:20][C:7](=[O:8])[C:6]2[CH:10]=[CH:11][C:3]([C:2]([F:13])([F:12])[F:1])=[CH:4][CH:5]=2)=[C:18]([C:21]2[CH:22]=[CH:23][CH:24]=[CH:25][CH:26]=2)[NH:17][N:16]=1. The catalyst class is: 17.